This data is from Full USPTO retrosynthesis dataset with 1.9M reactions from patents (1976-2016). The task is: Predict the reactants needed to synthesize the given product. The reactants are: [C:1]([C:5]1[N:9]2[N:10]=[C:11]([C:14]#[C:15][C:16]3[CH:21]=[CH:20][C:19]([F:22])=[CH:18][C:17]=3[F:23])[CH:12]=[CH:13][C:8]2=[N:7][N:6]=1)([CH3:4])([CH3:3])[CH3:2].[OH:24]S(O)(=O)=O.[OH-].[Na+]. Given the product [C:1]([C:5]1[N:9]2[N:10]=[C:11]([CH2:14][C:15]([C:16]3[CH:21]=[CH:20][C:19]([F:22])=[CH:18][C:17]=3[F:23])=[O:24])[CH:12]=[CH:13][C:8]2=[N:7][N:6]=1)([CH3:4])([CH3:2])[CH3:3], predict the reactants needed to synthesize it.